Dataset: Catalyst prediction with 721,799 reactions and 888 catalyst types from USPTO. Task: Predict which catalyst facilitates the given reaction. (1) Reactant: Cl[C:2]1[C:7]([CH:8]=O)=[C:6]([Cl:10])[N:5]=[C:4]([S:11][CH3:12])[N:3]=1.C(N(CC)CC)C.[F:20][C:21]1[CH:27]=[C:26]([F:28])[CH:25]=[CH:24][C:22]=1[NH2:23].C[O:30][C:31](=O)[CH2:32]P(OCC(F)(F)F)(OCC(F)(F)F)=O. Product: [Cl:10][C:6]1[C:7]2[CH:8]=[CH:32][C:31](=[O:30])[N:23]([C:22]3[CH:24]=[CH:25][C:26]([F:28])=[CH:27][C:21]=3[F:20])[C:2]=2[N:3]=[C:4]([S:11][CH3:12])[N:5]=1. The catalyst class is: 76. (2) Reactant: [H-].[Al+3].[Li+].[H-].[H-].[H-].[Cl:7][C:8]1[CH:9]=[CH:10][C:11]2[NH:16][C:15](=O)[C@@H:14]([CH2:18][C:19](OC)=[O:20])[NH:13][C:12]=2[N:23]=1. Product: [Cl:7][C:8]1[CH:9]=[CH:10][C:11]2[NH:16][CH2:15][C@@H:14]([CH2:18][CH2:19][OH:20])[NH:13][C:12]=2[N:23]=1. The catalyst class is: 7. (3) Reactant: [CH3:1][C:2]1[C:3](OS(C(F)(F)F)(=O)=O)=[C:4]([CH:9]=[C:10]([CH2:13][C:14]2[CH:15]=[N:16][C:17]([CH3:20])=[CH:18][CH:19]=2)[C:11]=1[CH3:12])[C:5]([O:7][CH3:8])=[O:6].[CH2:29](C([Sn])=C(CCCC)CCCC)[CH2:30]CC.[Cl-].[Li+].[F-].[K+]. Product: [CH3:1][C:2]1[C:3]([CH:29]=[CH2:30])=[C:4]([CH:9]=[C:10]([CH2:13][C:14]2[CH:15]=[N:16][C:17]([CH3:20])=[CH:18][CH:19]=2)[C:11]=1[CH3:12])[C:5]([O:7][CH3:8])=[O:6]. The catalyst class is: 233.